From a dataset of Forward reaction prediction with 1.9M reactions from USPTO patents (1976-2016). Predict the product of the given reaction. Given the reactants Cl[C:2]1[N:7]=[C:6]([C:8]([NH:10][CH:11]([C:15]2[CH:20]=[CH:19][C:18]([O:21][C:22]([F:25])([F:24])[F:23])=[CH:17][CH:16]=2)[CH2:12][O:13][CH3:14])=[O:9])[CH:5]=[CH:4][N:3]=1.[O:26]1[CH2:31][CH2:30][CH2:29][CH2:28][CH:27]1[N:32]1[C:36](B2OC(C)(C)C(C)(C)O2)=[CH:35][CH:34]=[N:33]1.C(=O)([O-])[O-].[Na+].[Na+].COCCOC, predict the reaction product. The product is: [CH3:14][O:13][CH2:12][CH:11]([NH:10][C:8]([C:6]1[CH:5]=[CH:4][N:3]=[C:2]([C:36]2[N:32]([CH:27]3[CH2:28][CH2:29][CH2:30][CH2:31][O:26]3)[N:33]=[CH:34][CH:35]=2)[N:7]=1)=[O:9])[C:15]1[CH:20]=[CH:19][C:18]([O:21][C:22]([F:25])([F:24])[F:23])=[CH:17][CH:16]=1.